From a dataset of Full USPTO retrosynthesis dataset with 1.9M reactions from patents (1976-2016). Predict the reactants needed to synthesize the given product. (1) Given the product [Br:3][C:4]1[CH:5]=[CH:6][C:7]([CH:10]([CH3:13])[C:11]#[N:12])=[N:8][CH:9]=1, predict the reactants needed to synthesize it. The reactants are: [H-].[Na+].[Br:3][C:4]1[CH:5]=[CH:6][C:7]([CH2:10][C:11]#[N:12])=[N:8][CH:9]=1.[CH3:13]I. (2) Given the product [OH:21][C:3]1[C:4]([C:12]([NH:14][CH2:15][C:16]([OH:18])=[O:17])=[O:13])=[C:5]2[C:10](=[CH:11][C:2]=1[C:26]1[CH:27]=[N:22][CH:23]=[N:24][CH:25]=1)[N:9]=[CH:8][CH:7]=[N:6]2, predict the reactants needed to synthesize it. The reactants are: Br[C:2]1[CH:11]=[C:10]2[C:5]([N:6]=[CH:7][CH:8]=[N:9]2)=[C:4]([C:12]([NH:14][CH2:15][C:16]([O:18]CC)=[O:17])=[O:13])[C:3]=1[OH:21].[N:22]1[CH:27]=[C:26](B(O)O)[CH:25]=[N:24][CH:23]=1.C(=O)([O-])[O-].[K+].[K+]. (3) Given the product [CH2:32]([O:31][C:29]([N:15]1[CH:14]([C:16]([OH:18])=[O:17])[CH2:13][S:12][C@@H:11]1[C:8]1[CH:7]=[CH:6][C:5]([C:3]([O:2][CH3:1])=[O:4])=[CH:10][CH:9]=1)=[O:30])[C:33]1[CH:38]=[CH:37][CH:36]=[CH:35][CH:34]=1, predict the reactants needed to synthesize it. The reactants are: [CH3:1][O:2][C:3]([C:5]1[CH:10]=[CH:9][C:8]([C@@H:11]2[NH:15][CH:14]([C:16]([OH:18])=[O:17])[CH2:13][S:12]2)=[CH:7][CH:6]=1)=[O:4].CCN(C(C)C)C(C)C.Cl[C:29]([O:31][CH2:32][C:33]1[CH:38]=[CH:37][CH:36]=[CH:35][CH:34]=1)=[O:30]. (4) Given the product [N:22]([CH2:2][CH2:3][C:4]1[C:12]2[C:7](=[CH:8][C:9]([Cl:14])=[C:10]([Cl:13])[CH:11]=2)[NH:6][C:5]=1[Si:15]([CH2:20][CH3:21])([CH2:18][CH3:19])[CH2:16][CH3:17])=[N+:23]=[N-:24], predict the reactants needed to synthesize it. The reactants are: Br[CH2:2][CH2:3][C:4]1[C:12]2[C:7](=[CH:8][C:9]([Cl:14])=[C:10]([Cl:13])[CH:11]=2)[NH:6][C:5]=1[Si:15]([CH2:20][CH3:21])([CH2:18][CH3:19])[CH2:16][CH3:17].[N-:22]=[N+:23]=[N-:24].[Na+]. (5) Given the product [C:30]([CH2:33][N:19]1[C:20]2[CH:27]=[CH:26][CH:25]=[CH:24][C:21]=2[CH2:22][CH2:23][C:17]2[CH:16]=[C:15]([CH2:14][N:13]3[C:6]4=[N:7][C:8]([CH3:12])=[CH:9][C:10]([CH3:11])=[C:5]4[N:4]=[C:3]3[CH2:1][CH3:2])[CH:29]=[CH:28][C:18]1=2)#[N:31], predict the reactants needed to synthesize it. The reactants are: [CH2:1]([C:3]1[N:13]([CH2:14][C:15]2[CH:29]=[CH:28][C:18]3[NH:19][C:20]4[CH:27]=[CH:26][CH:25]=[CH:24][C:21]=4[CH2:22][CH2:23][C:17]=3[CH:16]=2)[C:6]2=[N:7][C:8]([CH3:12])=[CH:9][C:10]([CH3:11])=[C:5]2[N:4]=1)[CH3:2].[C-:30]#[N:31].[K+].[CH2:33]=O.[OH-].[Na+]. (6) Given the product [C:67]([NH:66][CH2:65][CH2:64][NH:63][C:53]1[N:54]=[C:55]([C:57]2[CH:58]=[CH:59][CH:60]=[CH:61][CH:62]=2)[N:56]=[C:51]([NH:50][CH2:49][CH2:48][NH:47][C:1]([C:2]2[CH:11]=[CH:10][C:9]3[C:4](=[CH:5][CH:6]=[CH:7][CH:8]=3)[N:3]=2)=[O:13])[C:52]=1[CH3:70])(=[O:69])[CH3:68], predict the reactants needed to synthesize it. The reactants are: [C:1]([OH:13])(=O)[C:2]1[CH:11]=[CH:10][C:9]2[C:4](=[CH:5][CH:6]=[CH:7][CH:8]=2)[N:3]=1.CN(C(ON1N=NC2C=CC=NC1=2)=[N+](C)C)C.F[P-](F)(F)(F)(F)F.C(N(C(C)C)CC)(C)C.[NH2:47][CH2:48][CH2:49][NH:50][C:51]1[N:56]=[C:55]([C:57]2[CH:62]=[CH:61][CH:60]=[CH:59][CH:58]=2)[N:54]=[C:53]([NH:63][CH2:64][CH2:65][NH:66][C:67](=[O:69])[CH3:68])[C:52]=1[CH3:70]. (7) Given the product [C:48]([O:47][C:45]([NH:44][C@@H:40]([CH2:39][C:34]1[CH:35]=[CH:36][C:37]([OH:38])=[C:32]([OH:31])[CH:33]=1)[C:41]([O:43][CH2:11][C@H:10]([O:9][C:1]([C:2]1[CH:7]=[CH:6][CH:5]=[CH:4][CH:3]=1)=[O:8])[CH3:13])=[O:42])=[O:46])([CH3:51])([CH3:49])[CH3:50], predict the reactants needed to synthesize it. The reactants are: [C:1]([O:9][C@H:10]([CH3:13])[CH2:11]Br)(=[O:8])[C:2]1[CH:7]=[CH:6][CH:5]=[CH:4][CH:3]=1.C([N+](CCCC)(CCCC)CCCC)CCC.[OH:31][C:32]1[CH:33]=[C:34]([CH2:39][C@H:40]([NH:44][C:45]([O:47][C:48]([CH3:51])([CH3:50])[CH3:49])=[O:46])[C:41]([O-:43])=[O:42])[CH:35]=[CH:36][C:37]=1[OH:38].C(=O)(O)[O-].[Cs+].